From a dataset of Full USPTO retrosynthesis dataset with 1.9M reactions from patents (1976-2016). Predict the reactants needed to synthesize the given product. (1) Given the product [ClH:57].[NH2:8][C@H:9]([C:14]([NH:16][C@H:17]([C:19]([O:21][CH2:22][CH2:23][O:24][C:25]1[CH:26]=[CH:27][C:28]([C:31]2[C:36]([C:37]#[N:38])=[C:35]([N:39]3[CH2:40][CH2:41][CH2:42][CH2:43]3)[N:34]=[C:33]([S:44][CH2:45][C:46]3[N:47]=[C:48]([C:51]4[CH:56]=[CH:55][C:54]([Cl:57])=[CH:53][CH:52]=4)[S:49][CH:50]=3)[C:32]=2[C:58]#[N:59])=[CH:29][CH:30]=1)=[O:20])[CH3:18])=[O:15])[C@H:10]([CH2:12][CH3:13])[CH3:11], predict the reactants needed to synthesize it. The reactants are: C(OC([NH:8][C@H:9]([C:14]([NH:16][C@H:17]([C:19]([O:21][CH2:22][CH2:23][O:24][C:25]1[CH:30]=[CH:29][C:28]([C:31]2[C:36]([C:37]#[N:38])=[C:35]([N:39]3[CH2:43][CH2:42][CH2:41][CH2:40]3)[N:34]=[C:33]([S:44][CH2:45][C:46]3[N:47]=[C:48]([C:51]4[CH:56]=[CH:55][C:54]([Cl:57])=[CH:53][CH:52]=4)[S:49][CH:50]=3)[C:32]=2[C:58]#[N:59])=[CH:27][CH:26]=1)=[O:20])[CH3:18])=[O:15])[C@H:10]([CH2:12][CH3:13])[CH3:11])=O)(C)(C)C.Cl. (2) Given the product [F:21][C:22]1[CH:27]=[C:26]([C:2]2[CH:3]=[CH:4][N:5]3[C:10]([C:11]=2[CH3:12])=[C:9]([CH:13]2[CH2:15][CH2:14]2)[CH:8]=[C:7]([C:16]([O:18][CH3:19])=[O:17])[C:6]3=[O:20])[CH:25]=[CH:24][CH:23]=1, predict the reactants needed to synthesize it. The reactants are: Cl[C:2]1[CH:3]=[CH:4][N:5]2[C:10]([C:11]=1[CH3:12])=[C:9]([CH:13]1[CH2:15][CH2:14]1)[CH:8]=[C:7]([C:16]([O:18][CH3:19])=[O:17])[C:6]2=[O:20].[F:21][C:22]1[CH:23]=[C:24](B(O)O)[CH:25]=[CH:26][CH:27]=1. (3) Given the product [CH2:10]([N:18]([CH2:22][CH2:23][OH:24])[CH2:19][CH2:20][OH:21])[C:11]1[CH:16]=[CH:15][CH:14]=[CH:13][CH:12]=1, predict the reactants needed to synthesize it. The reactants are: C(N(C(C)C)CC)(C)C.[CH2:10](Br)[C:11]1[CH:16]=[CH:15][CH:14]=[CH:13][CH:12]=1.[NH:18]([CH2:22][CH2:23][OH:24])[CH2:19][CH2:20][OH:21]. (4) Given the product [C:1]([O:5][C:6]([N:8]1[CH:13]=[CH:12][C:11]([CH:14]2[O:23][C:17]3=[CH:18][N:19]=[C:20]([N:32]4[CH2:31][CH2:30][N:29]([S:26]([CH2:24][CH3:25])(=[O:27])=[O:28])[CH2:34][CH2:33]4)[CH:21]=[C:16]3[CH2:15]2)=[CH:10][CH2:9]1)=[O:7])([CH3:4])([CH3:3])[CH3:2], predict the reactants needed to synthesize it. The reactants are: [C:1]([O:5][C:6]([N:8]1[CH2:13][CH2:12][CH:11]([CH:14]2[O:23][C:17]3=[CH:18][N:19]=[C:20](Cl)[CH:21]=[C:16]3[CH2:15]2)[CH2:10][CH2:9]1)=[O:7])([CH3:4])([CH3:3])[CH3:2].[CH2:24]([S:26]([N:29]1[CH2:34][CH2:33][NH:32][CH2:31][CH2:30]1)(=[O:28])=[O:27])[CH3:25].